From a dataset of Full USPTO retrosynthesis dataset with 1.9M reactions from patents (1976-2016). Predict the reactants needed to synthesize the given product. (1) Given the product [CH3:1][C:2]1[CH:3]=[CH:4][C:5]([C:21]([NH:23][C:24]2[CH:25]=[C:26]([C:36]([F:38])([F:39])[F:37])[CH:27]=[C:28]([N:30]3[CH:34]=[N:33][C:32]([CH3:35])=[CH:31]3)[CH:29]=2)=[O:22])=[CH:6][C:7]=1[NH:8][C:9]1[N:10]=[CH:11][CH:12]=[C:13]([C:15]2[CH:16]=[CH:17][CH:18]=[N:19][CH:20]=2)[N:14]=1.[C:46]([O-:53])(=[O:52])/[CH:47]=[CH:48]\[C:49]([O-:51])=[O:50], predict the reactants needed to synthesize it. The reactants are: [CH3:1][C:2]1[CH:3]=[CH:4][C:5]([C:21]([NH:23][C:24]2[CH:25]=[C:26]([C:36]([F:39])([F:38])[F:37])[CH:27]=[C:28]([N:30]3[CH:34]=[N:33][C:32]([CH3:35])=[CH:31]3)[CH:29]=2)=[O:22])=[CH:6][C:7]=1[NH:8][C:9]1[N:10]=[CH:11][CH:12]=[C:13]([C:15]2[CH:16]=[CH:17][CH:18]=[N:19][CH:20]=2)[N:14]=1.CC(OC)(C)C.[C:46]([OH:53])(=[O:52])/[CH:47]=[CH:48]\[C:49]([OH:51])=[O:50]. (2) Given the product [OH:38][CH2:37][CH2:36][N:33]1[CH2:32][CH2:31][N:30]([C:25]2[N:26]=[C:27]([CH3:29])[N:28]=[C:23]([NH:1][C:2]3[N:3]=[CH:4][C:5]4[S:10][CH:9]=[C:8]([C:11]5[CH:12]=[C:13]([S:17]([NH:20][CH3:21])(=[O:18])=[O:19])[CH:14]=[CH:15][CH:16]=5)[C:6]=4[N:7]=3)[CH:24]=2)[CH2:35][CH2:34]1, predict the reactants needed to synthesize it. The reactants are: [NH2:1][C:2]1[N:3]=[CH:4][C:5]2[S:10][CH:9]=[C:8]([C:11]3[CH:12]=[C:13]([S:17]([NH:20][CH3:21])(=[O:19])=[O:18])[CH:14]=[CH:15][CH:16]=3)[C:6]=2[N:7]=1.Cl[C:23]1[N:28]=[C:27]([CH3:29])[N:26]=[C:25]([N:30]2[CH2:35][CH2:34][N:33]([CH2:36][CH2:37][OH:38])[CH2:32][CH2:31]2)[CH:24]=1. (3) Given the product [CH3:1][C:2]1[C:6]([C:7]2[C:8]([C:15]3[CH:20]=[CH:19][C:18]([OH:21])=[CH:17][CH:16]=3)=[N:9][N:10]([CH3:14])[C:11]=2[C:12](=[N:23][OH:24])[NH2:13])=[C:5]([CH3:22])[O:4][N:3]=1, predict the reactants needed to synthesize it. The reactants are: [CH3:1][C:2]1[C:6]([C:7]2[C:8]([C:15]3[CH:20]=[CH:19][C:18]([OH:21])=[CH:17][CH:16]=3)=[N:9][N:10]([CH3:14])[C:11]=2[C:12]#[N:13])=[C:5]([CH3:22])[O:4][N:3]=1.[NH2:23][OH:24].CCOC(C)=O.O. (4) Given the product [CH:7]1([C:10]2[NH:14][C:13]3[CH:15]=[C:16]([C:26]4[C:27]([CH3:32])=[N:28][O:29][C:30]=4[CH3:31])[CH:17]=[C:18]([C:19]([C:6]4[N:1]=[N:2][CH:3]=[CH:4][CH:5]=4)([C:21]4[S:22][CH:23]=[CH:24][N:25]=4)[OH:20])[C:12]=3[N:11]=2)[CH2:8][CH2:9]1, predict the reactants needed to synthesize it. The reactants are: [N:1]1[CH:6]=[CH:5][CH:4]=[CH:3][N:2]=1.[CH:7]1([C:10]2[NH:14][C:13]3[CH:15]=[C:16]([C:26]4[C:27]([CH3:32])=[N:28][O:29][C:30]=4[CH3:31])[CH:17]=[C:18]([C:19]([C:21]4[S:22][CH:23]=[CH:24][N:25]=4)=[O:20])[C:12]=3[N:11]=2)[CH2:9][CH2:8]1. (5) Given the product [CH:1]1([C:4]2[NH:8][N:7]=[C:6]([NH:9][C:10]3[C:15]([NH:16][C:24](=[O:25])[CH3:23])=[CH:14][N:13]=[C:12]([C:17]4[CH:22]=[CH:21][CH:20]=[CH:19][CH:18]=4)[N:11]=3)[CH:5]=2)[CH2:3][CH2:2]1, predict the reactants needed to synthesize it. The reactants are: [CH:1]1([C:4]2[NH:8][N:7]=[C:6]([NH:9][C:10]3[C:15]([NH2:16])=[CH:14][N:13]=[C:12]([C:17]4[CH:22]=[CH:21][CH:20]=[CH:19][CH:18]=4)[N:11]=3)[CH:5]=2)[CH2:3][CH2:2]1.[CH3:23][C:24](OC(C)=O)=[O:25]. (6) Given the product [F:1][C:2]1[C:7]([F:8])=[CH:6][CH:5]=[CH:4][C:3]=1[C:9]1[N:17]=[C:12]2[CH:13]=[N:14][N:15]([CH2:19][C:20]3[O:24][N:23]=[C:22]([C:25]4[CH:30]=[CH:29][C:28]([O:31][C:32]([F:35])([F:33])[F:34])=[C:27]([F:36])[CH:26]=4)[CH:21]=3)[CH:16]=[C:11]2[N:10]=1, predict the reactants needed to synthesize it. The reactants are: [F:1][C:2]1[C:7]([F:8])=[CH:6][CH:5]=[CH:4][C:3]=1[C:9]1[N:17]=[C:12]2[CH:13]=[N:14][NH:15][CH:16]=[C:11]2[N:10]=1.Cl[CH2:19][C:20]1[O:24][N:23]=[C:22]([C:25]2[CH:30]=[CH:29][C:28]([O:31][C:32]([F:35])([F:34])[F:33])=[C:27]([F:36])[CH:26]=2)[CH:21]=1. (7) Given the product [CH2:1]([O:8][C:9]1[C:18]2[C:13](=[CH:14][CH:15]=[C:16]([CH3:19])[CH:17]=2)[N+:12]([O-:30])=[C:11]([CH3:20])[C:10]=1[CH3:21])[C:2]1[CH:7]=[CH:6][CH:5]=[CH:4][CH:3]=1, predict the reactants needed to synthesize it. The reactants are: [CH2:1]([O:8][C:9]1[C:18]2[C:13](=[CH:14][CH:15]=[C:16]([CH3:19])[CH:17]=2)[N:12]=[C:11]([CH3:20])[C:10]=1[CH3:21])[C:2]1[CH:7]=[CH:6][CH:5]=[CH:4][CH:3]=1.ClC1C=CC=C(C(OO)=[O:30])C=1.[OH-].[Na+].O. (8) Given the product [O:19]1[CH2:17][C@H:18]1[CH2:20][O:10][C:7]1[CH:8]=[CH:9][C:3]2[O:2][CH2:1][O:5][C:4]=2[CH:6]=1, predict the reactants needed to synthesize it. The reactants are: [CH2:1]1[O:5][C:4]2[CH:6]=[C:7]([OH:10])[CH:8]=[CH:9][C:3]=2[O:2]1.C(=O)([O-])[O-].[K+].[K+].[CH2:17]1[O:19][C@@H:18]1[CH2:20]OS(C1C=C([N+]([O-])=O)C=CC=1)(=O)=O. (9) Given the product [CH3:20][O:19][C:13]1[CH:12]=[C:11]([C:5]([CH:8]([CH3:10])[CH3:9])([CH2:4][CH2:3][CH2:2][N:22]([CH3:21])[CH2:23][CH2:24][C:25]2[CH:30]=[CH:29][CH:28]=[CH:27][CH:26]=2)[C:6]#[N:7])[CH:16]=[CH:15][C:14]=1[O:17][CH3:18], predict the reactants needed to synthesize it. The reactants are: Br[CH2:2][CH2:3][CH2:4][C:5]([C:11]1[CH:16]=[CH:15][C:14]([O:17][CH3:18])=[C:13]([O:19][CH3:20])[CH:12]=1)([CH:8]([CH3:10])[CH3:9])[C:6]#[N:7].[CH3:21][NH:22][CH2:23][CH2:24][C:25]1[CH:30]=[CH:29][CH:28]=[CH:27][CH:26]=1.